Dataset: Reaction yield outcomes from USPTO patents with 853,638 reactions. Task: Predict the reaction yield, written as a fraction of the theoretical maximum amount of product (1.0 means a 100% yield; for example, 0.34 means a 34% yield). (1) The reactants are Br[C:2]1[CH:7]=[C:6]([C:8]2[N:12]3[CH:13]=[CH:14][CH:15]=[C:16]([CH3:17])[C:11]3=[N:10][C:9]=2[C:18]2[CH:23]=[CH:22][CH:21]=[C:20]([CH3:24])[N:19]=2)[CH:5]=[CH:4][N:3]=1.CC1(C)C(C)(C)OB([C:33]2[CH:38]=[CH:37][C:36]([OH:39])=[CH:35][CH:34]=2)O1. No catalyst specified. The product is [CH3:17][C:16]1[C:11]2[N:12]([C:8]([C:6]3[CH:5]=[CH:4][N:3]=[C:2]([C:33]4[CH:38]=[CH:37][C:36]([OH:39])=[CH:35][CH:34]=4)[CH:7]=3)=[C:9]([C:18]3[CH:23]=[CH:22][CH:21]=[C:20]([CH3:24])[N:19]=3)[N:10]=2)[CH:13]=[CH:14][CH:15]=1. The yield is 0.400. (2) The reactants are [NH2:1][C@@H:2]([CH3:18])[CH2:3][N:4]1[CH:8]=[CH:7][C:6]([C:9]2[CH:16]=[CH:15][C:12]([C:13]#[N:14])=[C:11]([Cl:17])[CH:10]=2)=[N:5]1.[CH3:19][N:20]1[C:24]([C:25]2[O:29][N:28]=[C:27]([C:30](O)=[O:31])[CH:26]=2)=[CH:23][CH:22]=[N:21]1. No catalyst specified. The product is [Cl:17][C:11]1[CH:10]=[C:9]([C:6]2[CH:7]=[CH:8][N:4]([CH2:3][C@@H:2]([NH:1][C:30]([C:27]3[CH:26]=[C:25]([C:24]4[N:20]([CH3:19])[N:21]=[CH:22][CH:23]=4)[O:29][N:28]=3)=[O:31])[CH3:18])[N:5]=2)[CH:16]=[CH:15][C:12]=1[C:13]#[N:14]. The yield is 0.282.